Dataset: CYP3A4 inhibition data for predicting drug metabolism from PubChem BioAssay. Task: Regression/Classification. Given a drug SMILES string, predict its absorption, distribution, metabolism, or excretion properties. Task type varies by dataset: regression for continuous measurements (e.g., permeability, clearance, half-life) or binary classification for categorical outcomes (e.g., BBB penetration, CYP inhibition). Dataset: cyp3a4_veith. (1) The drug is COc1ccc(CCNC(=O)C2CCCN(Cc3nc(-c4cccc(Cl)c4)oc3C)C2)cc1OC. The result is 1 (inhibitor). (2) The drug is O=C(O)c1cc(N=Cc2ccccc2O)cc(C(=O)O)c1. The result is 0 (non-inhibitor). (3) The result is 0 (non-inhibitor). The molecule is CCOC(=O)c1c(NC(=O)/C=C/c2ccc3c(c2)OCO3)sc(C)c1C. (4) The drug is Clc1ccccc1-c1nccc(NCCN2CCOCC2)n1. The result is 1 (inhibitor).